The task is: Regression. Given two drug SMILES strings and cell line genomic features, predict the synergy score measuring deviation from expected non-interaction effect.. This data is from NCI-60 drug combinations with 297,098 pairs across 59 cell lines. (1) Cell line: SK-MEL-5. Synergy scores: CSS=6.37, Synergy_ZIP=1.05, Synergy_Bliss=8.45, Synergy_Loewe=5.05, Synergy_HSA=5.31. Drug 2: C(CC(=O)O)C(=O)CN.Cl. Drug 1: CC1=CC=C(C=C1)C2=CC(=NN2C3=CC=C(C=C3)S(=O)(=O)N)C(F)(F)F. (2) Drug 1: COC1=CC(=CC(=C1O)OC)C2C3C(COC3=O)C(C4=CC5=C(C=C24)OCO5)OC6C(C(C7C(O6)COC(O7)C8=CC=CS8)O)O. Drug 2: C1C(C(OC1N2C=C(C(=O)NC2=O)F)CO)O. Cell line: ACHN. Synergy scores: CSS=61.9, Synergy_ZIP=-10.5, Synergy_Bliss=-12.2, Synergy_Loewe=-16.0, Synergy_HSA=-4.05. (3) Drug 1: CC1CCC2CC(C(=CC=CC=CC(CC(C(=O)C(C(C(=CC(C(=O)CC(OC(=O)C3CCCCN3C(=O)C(=O)C1(O2)O)C(C)CC4CCC(C(C4)OC)O)C)C)O)OC)C)C)C)OC. Drug 2: C1=NC(=NC(=O)N1C2C(C(C(O2)CO)O)O)N. Cell line: SK-MEL-28. Synergy scores: CSS=18.0, Synergy_ZIP=-7.25, Synergy_Bliss=-1.85, Synergy_Loewe=-4.61, Synergy_HSA=-2.34. (4) Drug 1: CC(CN1CC(=O)NC(=O)C1)N2CC(=O)NC(=O)C2. Drug 2: CC1=C(C=C(C=C1)NC(=O)C2=CC=C(C=C2)CN3CCN(CC3)C)NC4=NC=CC(=N4)C5=CN=CC=C5. Cell line: UACC62. Synergy scores: CSS=9.48, Synergy_ZIP=-4.74, Synergy_Bliss=-4.45, Synergy_Loewe=-5.06, Synergy_HSA=-4.52. (5) Drug 1: C1=CC(=CC=C1CCC2=CNC3=C2C(=O)NC(=N3)N)C(=O)NC(CCC(=O)O)C(=O)O. Drug 2: C1=NC2=C(N1)C(=S)N=CN2. Cell line: COLO 205. Synergy scores: CSS=28.5, Synergy_ZIP=-5.47, Synergy_Bliss=-6.22, Synergy_Loewe=-7.41, Synergy_HSA=-2.02.